Dataset: Forward reaction prediction with 1.9M reactions from USPTO patents (1976-2016). Task: Predict the product of the given reaction. (1) Given the reactants [Cl:1][C:2]1[CH:3]=[CH:4][C:5]([NH:8][C:9](=[O:19])[C:10]2[CH:15]=[CH:14][CH:13]=[CH:12][C:11]=2[N+:16]([O-])=O)=[N:6][CH:7]=1, predict the reaction product. The product is: [Cl:1][C:2]1[CH:3]=[CH:4][C:5]([NH:8][C:9](=[O:19])[C:10]2[CH:15]=[CH:14][CH:13]=[CH:12][C:11]=2[NH2:16])=[N:6][CH:7]=1. (2) Given the reactants C(OC1C2C=CC=CC=2C2[C@H](C[Cl:15])CNC=2C=1)(=O)C.C(N(CC)CC)C.[C:27]([O:30][C:31]1[CH:32]=[C:33]2[N:43](C([O-])=O)[CH2:42][C@@H:41]([CH2:47][Cl:48])[C:34]2=[C:35]2[C:39]=1[NH:38][CH:37]=[C:36]2[CH3:40])(=[O:29])[CH3:28].CC(C)=O, predict the reaction product. The product is: [ClH:15].[C:27]([O:30][C:31]1[CH:32]=[C:33]2[C:34]([C@H:41]([CH2:47][Cl:48])[CH2:42][NH:43]2)=[C:35]2[C:36]([CH3:40])=[CH:37][NH:38][C:39]=12)(=[O:29])[CH3:28].